Dataset: Reaction yield outcomes from USPTO patents with 853,638 reactions. Task: Predict the reaction yield, written as a fraction of the theoretical maximum amount of product (1.0 means a 100% yield; for example, 0.34 means a 34% yield). (1) The reactants are [NH:1]1[C:9]2[C:4](=[CH:5][C:6]([CH:10]=O)=[CH:7][CH:8]=2)[CH:3]=[CH:2]1.[CH3:12]C(C)([O-])C.[K+]. The catalyst is C1COCC1.[Br-].C[P+](C1C=CC=CC=1)(C1C=CC=CC=1)C1C=CC=CC=1. The product is [CH:10]([C:6]1[CH:5]=[C:4]2[C:9](=[CH:8][CH:7]=1)[NH:1][CH:2]=[CH:3]2)=[CH2:12]. The yield is 0.630. (2) The reactants are [Cl:1][C:2]1[CH:7]=[CH:6][CH:5]=[C:4]([CH3:8])[N:3]=1.ClC1C=CC=C(C(OO)=[O:17])C=1.C(=O)([O-])O.[Na+].[OH-].[Na+]. The catalyst is O.CO.ClCCl. The product is [Cl:1][C:2]1[N:3]=[C:4]([CH2:8][OH:17])[CH:5]=[CH:6][CH:7]=1. The yield is 0.180.